This data is from Forward reaction prediction with 1.9M reactions from USPTO patents (1976-2016). The task is: Predict the product of the given reaction. (1) Given the reactants [C:1]([NH:18][CH2:19][C:20]([OH:22])=[O:21])([O:3][CH2:4][CH:5]1[C:17]2[C:12](=[CH:13][CH:14]=[CH:15][CH:16]=2)[C:11]2[C:6]1=[CH:7][CH:8]=[CH:9][CH:10]=2)=[O:2].[CH2:23]1[O:27][C@@H:26]2[C@H:28]([O:31][N+:32]([O-:34])=[O:33])[CH2:29][O:30][C@@H:25]2[C@H:24]1O.Cl.C(N=C=NCCCN(C)C)C.ON1C2C=CC=CC=2N=N1.CN1CCOCC1, predict the reaction product. The product is: [CH:7]1[C:6]2[CH:5]([CH2:4][O:3][C:1]([NH:18][CH2:19][C:20]([O:22][C@H:24]3[CH2:23][O:27][C@@H:26]4[C@H:28]([O:31][N+:32]([O-:34])=[O:33])[CH2:29][O:30][C@H:25]34)=[O:21])=[O:2])[C:17]3[C:12](=[CH:13][CH:14]=[CH:15][CH:16]=3)[C:11]=2[CH:10]=[CH:9][CH:8]=1. (2) Given the reactants [NH2:1][C:2]1[C:3]2[N:4]([C:8]([CH:20]3[CH2:23][CH2:22][CH2:21]3)=[N:9][C:10]=2[C:11]2[CH:12]=[CH:13][C:14](F)=[C:15]([CH:18]=2)C#N)[CH:5]=[CH:6][N:7]=1.[OH:24]OB(C1C=CC=CC=1)O, predict the reaction product. The product is: [NH2:1][C:2]1[C:3]2[N:4]([C:8]([CH:20]3[CH2:23][CH2:22][CH2:21]3)=[N:9][C:10]=2[C:11]2[CH:12]=[CH:13][C:14]([OH:24])=[CH:15][CH:18]=2)[CH:5]=[CH:6][N:7]=1.